The task is: Regression. Given a peptide amino acid sequence and an MHC pseudo amino acid sequence, predict their binding affinity value. This is MHC class I binding data.. This data is from Peptide-MHC class I binding affinity with 185,985 pairs from IEDB/IMGT. (1) The peptide sequence is MKWGMEMRR. The MHC is HLA-B08:01 with pseudo-sequence HLA-B08:01. The binding affinity (normalized) is 0.0847. (2) The binding affinity (normalized) is 0.534. The peptide sequence is RLYDYFTRV. The MHC is HLA-A11:01 with pseudo-sequence HLA-A11:01.